This data is from Forward reaction prediction with 1.9M reactions from USPTO patents (1976-2016). The task is: Predict the product of the given reaction. Given the reactants C([O:4][C@H:5]1[C@H:10]([O:11]C(=O)C)[C@H:9]([O:15]C(=O)C)[C@@H:8]([C:19]2[CH:24]=[CH:23][CH:22]=[C:21](B3OC(C)(C)C(C)(C)O3)[CH:20]=2)[O:7][C@@H:6]1[CH2:34][O:35]C(=O)C)(=O)C.Br[C:40]1[CH:45]=[CH:44][C:43]([C:46]2[O:47][C:48]([CH3:51])=[CH:49][N:50]=2)=[CH:42][CH:41]=1.C([O-])([O-])=O.[Cs+].[Cs+].C[O-].[Na+], predict the reaction product. The product is: [OH:35][CH2:34][C@@H:6]1[C@@H:5]([OH:4])[C@H:10]([OH:11])[C@H:9]([OH:15])[C@@H:8]([C:19]2[CH:24]=[CH:23][CH:22]=[C:21]([C:40]3[CH:45]=[CH:44][C:43]([C:46]4[O:47][C:48]([CH3:51])=[CH:49][N:50]=4)=[CH:42][CH:41]=3)[CH:20]=2)[O:7]1.